From a dataset of Catalyst prediction with 721,799 reactions and 888 catalyst types from USPTO. Predict which catalyst facilitates the given reaction. Reactant: [NH2:1][C:2]1[C:3]2[C:10]([C:11]#[C:12][C:13]3[CH:18]=[C:17]([O:19][CH3:20])[CH:16]=[C:15]([O:21][CH3:22])[CH:14]=3)=[CH:9][N:8]([C@@H:23]3[CH2:27][N:26]([C:28]([O:30][C:31]([CH3:34])([CH3:33])[CH3:32])=[O:29])[C@H:25]([C:35]([O:37]C)=[O:36])[CH2:24]3)[C:4]=2[N:5]=[CH:6][N:7]=1.[OH-].[Na+].Cl.C(OCC)(=O)C. Product: [NH2:1][C:2]1[C:3]2[C:10]([C:11]#[C:12][C:13]3[CH:14]=[C:15]([O:21][CH3:22])[CH:16]=[C:17]([O:19][CH3:20])[CH:18]=3)=[CH:9][N:8]([C@@H:23]3[CH2:27][N:26]([C:28]([O:30][C:31]([CH3:32])([CH3:34])[CH3:33])=[O:29])[C@H:25]([C:35]([OH:37])=[O:36])[CH2:24]3)[C:4]=2[N:5]=[CH:6][N:7]=1. The catalyst class is: 24.